From a dataset of Full USPTO retrosynthesis dataset with 1.9M reactions from patents (1976-2016). Predict the reactants needed to synthesize the given product. (1) Given the product [CH3:1][O:2][C:3](=[O:24])[C@H:4]([CH:21]([CH3:22])[CH3:23])[N:5]([CH2:6][C:7]1[CH:12]=[CH:11][C:10]([C:13]2[CH:18]=[CH:17][CH:16]=[CH:15][C:14]=2[C:19]#[N:20])=[CH:9][CH:8]=1)[C:25](=[O:30])[CH2:26][CH2:27][CH2:28][CH3:29].[C:25]([Cl:31])(=[O:30])[CH2:26][CH2:27][CH2:28][CH3:29], predict the reactants needed to synthesize it. The reactants are: [CH3:1][O:2][C:3](=[O:24])[C@H:4]([CH:21]([CH3:23])[CH3:22])[NH:5][CH2:6][C:7]1[CH:12]=[CH:11][C:10]([C:13]2[CH:18]=[CH:17][CH:16]=[CH:15][C:14]=2[C:19]#[N:20])=[CH:9][CH:8]=1.[C:25]([Cl:31])(=[O:30])[CH2:26][CH2:27][CH2:28][CH3:29]. (2) Given the product [C:1]([O:5][C:6]([N:8]1[CH2:9][CH2:10][N:11]([C:14]2[N:22]([CH2:23][CH:24]=[C:25]([CH3:27])[CH3:26])[C:21]3[C:20](=[O:28])[N:19]([CH2:38][C:39]([OH:41])=[O:40])[C:18](=[O:29])[N:17]([CH3:30])[C:16]=3[N:15]=2)[CH2:12][CH2:13]1)=[O:7])([CH3:4])([CH3:3])[CH3:2], predict the reactants needed to synthesize it. The reactants are: [C:1]([O:5][C:6]([N:8]1[CH2:13][CH2:12][N:11]([C:14]2[N:22]([CH2:23][CH:24]=[C:25]([CH3:27])[CH3:26])[C:21]3[C:20](=[O:28])[NH:19][C:18](=[O:29])[N:17]([CH3:30])[C:16]=3[N:15]=2)[CH2:10][CH2:9]1)=[O:7])([CH3:4])([CH3:3])[CH3:2].C(=O)([O-])[O-].[K+].[K+].Br[CH2:38][C:39]([O:41]CC)=[O:40]. (3) The reactants are: [F:1][C:2]1[CH:7]=[CH:6][CH:5]=[C:4]([F:8])[C:3]=1[CH:9]1[NH:14][C:13]2[CH:15]=[CH:16][C:17](B3OC(C)(C)C(C)(C)O3)=[CH:18][C:12]=2[O:11][CH2:10]1.[CH2:28]([N:30]1[C:34](OS(C(F)(F)F)(=O)=O)=[CH:33][C:32]([C:43]2[CH:48]=[N:47][CH:46]=[CH:45][N:44]=2)=[N:31]1)[CH3:29]. Given the product [F:8][C:4]1[CH:5]=[CH:6][CH:7]=[C:2]([F:1])[C:3]=1[CH:9]1[NH:14][C:13]2[CH:15]=[CH:16][C:17]([C:34]3[N:30]([CH2:28][CH3:29])[N:31]=[C:32]([C:43]4[CH:48]=[N:47][CH:46]=[CH:45][N:44]=4)[CH:33]=3)=[CH:18][C:12]=2[O:11][CH2:10]1, predict the reactants needed to synthesize it. (4) Given the product [CH3:1][CH2:2][CH2:3][CH2:4][CH2:5][CH2:6][CH2:7][CH2:8][CH2:9][CH2:10][CH2:11][CH2:12][CH2:13][N+:14]([CH2:17][C:18]1[CH:19]=[CH:20][CH:21]=[CH:22][CH:23]=1)([CH3:16])[CH3:15].[CH3:25][C:26]([NH:28][S:29]([C:32]1[CH:37]=[CH:36][C:35]([NH2:38])=[CH:34][CH:33]=1)(=[O:31])=[O:30])=[O:27], predict the reactants needed to synthesize it. The reactants are: [CH3:1][CH2:2][CH2:3][CH2:4][CH2:5][CH2:6][CH2:7][CH2:8][CH2:9][CH2:10][CH2:11][CH2:12][CH2:13][N+:14]([CH2:17][C:18]1[CH:19]=[CH:20][CH:21]=[CH:22][CH:23]=1)([CH3:16])[CH3:15].[Cl-].[CH3:25][C:26]([N-:28][S:29]([C:32]1[CH:33]=[CH:34][C:35]([NH2:38])=[CH:36][CH:37]=1)(=[O:31])=[O:30])=[O:27].[Na+].C(Cl)(Cl)Cl.CS(C)=O. (5) Given the product [CH3:14][C:8]1[CH:9]=[C:10]([CH3:13])[CH:11]=[CH:12][C:7]=1[CH:15]([OH:16])[C:17]1[CH:18]=[C:19]([NH:23][S:24]([CH3:27])(=[O:26])=[O:25])[CH:20]=[CH:21][CH:22]=1, predict the reactants needed to synthesize it. The reactants are: C([Li])CCC.Br[C:7]1[CH:12]=[CH:11][C:10]([CH3:13])=[CH:9][C:8]=1[CH3:14].[CH:15]([C:17]1[CH:18]=[C:19]([NH:23][S:24]([CH3:27])(=[O:26])=[O:25])[CH:20]=[CH:21][CH:22]=1)=[O:16].C1COCC1.O. (6) The reactants are: [CH2:1]([N:3]1[C:7]2=[N:8][C:9]([CH2:33][CH3:34])=[C:10]([CH2:19][NH:20][C:21]([C:23]3[CH:24]=[C:25]([CH:29]=[C:30]([CH3:32])[CH:31]=3)[C:26](O)=[O:27])=[O:22])[C:11]([NH:12][CH:13]3[CH2:18][CH2:17][O:16][CH2:15][CH2:14]3)=[C:6]2[CH:5]=[N:4]1)[CH3:2].CN(C(ON1N=NC2C=CC=CC1=2)=[N+](C)C)C.F[P-](F)(F)(F)(F)F.Cl.[Br:60][C:61]1[CH:62]=[C:63]([CH2:68][NH2:69])[CH:64]=[CH:65][C:66]=1[F:67]. Given the product [Br:60][C:61]1[CH:62]=[C:63]([CH2:68][NH:69][C:26]([C:25]2[CH:29]=[C:30]([CH3:32])[CH:31]=[C:23]([C:21]([NH:20][CH2:19][C:10]3[C:11]([NH:12][CH:13]4[CH2:18][CH2:17][O:16][CH2:15][CH2:14]4)=[C:6]4[CH:5]=[N:4][N:3]([CH2:1][CH3:2])[C:7]4=[N:8][C:9]=3[CH2:33][CH3:34])=[O:22])[CH:24]=2)=[O:27])[CH:64]=[CH:65][C:66]=1[F:67], predict the reactants needed to synthesize it.